This data is from NCI-60 drug combinations with 297,098 pairs across 59 cell lines. The task is: Regression. Given two drug SMILES strings and cell line genomic features, predict the synergy score measuring deviation from expected non-interaction effect. (1) Synergy scores: CSS=58.8, Synergy_ZIP=0.894, Synergy_Bliss=0.933, Synergy_Loewe=1.15, Synergy_HSA=3.03. Cell line: MDA-MB-435. Drug 1: CC1=C2C(C(=O)C3(C(CC4C(C3C(C(C2(C)C)(CC1OC(=O)C(C(C5=CC=CC=C5)NC(=O)OC(C)(C)C)O)O)OC(=O)C6=CC=CC=C6)(CO4)OC(=O)C)OC)C)OC. Drug 2: CC1CCC2CC(C(=CC=CC=CC(CC(C(=O)C(C(C(=CC(C(=O)CC(OC(=O)C3CCCCN3C(=O)C(=O)C1(O2)O)C(C)CC4CCC(C(C4)OC)O)C)C)O)OC)C)C)C)OC. (2) Drug 1: C1=NC2=C(N=C(N=C2N1C3C(C(C(O3)CO)O)F)Cl)N. Drug 2: CCC1(CC2CC(C3=C(CCN(C2)C1)C4=CC=CC=C4N3)(C5=C(C=C6C(=C5)C78CCN9C7C(C=CC9)(C(C(C8N6C)(C(=O)OC)O)OC(=O)C)CC)OC)C(=O)OC)O.OS(=O)(=O)O. Cell line: NCI/ADR-RES. Synergy scores: CSS=-4.22, Synergy_ZIP=5.88, Synergy_Bliss=4.14, Synergy_Loewe=1.48, Synergy_HSA=-3.23. (3) Drug 1: C1CC(C1)(C(=O)O)C(=O)O.[NH2-].[NH2-].[Pt+2]. Drug 2: CC1CCC2CC(C(=CC=CC=CC(CC(C(=O)C(C(C(=CC(C(=O)CC(OC(=O)C3CCCCN3C(=O)C(=O)C1(O2)O)C(C)CC4CCC(C(C4)OC)O)C)C)O)OC)C)C)C)OC. Cell line: PC-3. Synergy scores: CSS=5.75, Synergy_ZIP=0.381, Synergy_Bliss=2.40, Synergy_Loewe=-2.03, Synergy_HSA=-0.983. (4) Drug 1: COC1=CC(=CC(=C1O)OC)C2C3C(COC3=O)C(C4=CC5=C(C=C24)OCO5)OC6C(C(C7C(O6)COC(O7)C8=CC=CS8)O)O. Drug 2: CCC1(C2=C(COC1=O)C(=O)N3CC4=CC5=C(C=CC(=C5CN(C)C)O)N=C4C3=C2)O.Cl. Cell line: OVCAR-8. Synergy scores: CSS=20.0, Synergy_ZIP=-9.97, Synergy_Bliss=-4.34, Synergy_Loewe=-4.26, Synergy_HSA=-0.150. (5) Drug 1: C1CCC(C1)C(CC#N)N2C=C(C=N2)C3=C4C=CNC4=NC=N3. Drug 2: CC12CCC(CC1=CCC3C2CCC4(C3CC=C4C5=CN=CC=C5)C)O. Cell line: DU-145. Synergy scores: CSS=13.1, Synergy_ZIP=4.46, Synergy_Bliss=9.17, Synergy_Loewe=6.09, Synergy_HSA=7.91. (6) Drug 1: C1=CC(=CC=C1CCC2=CNC3=C2C(=O)NC(=N3)N)C(=O)NC(CCC(=O)O)C(=O)O. Drug 2: CC1C(C(CC(O1)OC2CC(OC(C2O)C)OC3=CC4=CC5=C(C(=O)C(C(C5)C(C(=O)C(C(C)O)O)OC)OC6CC(C(C(O6)C)O)OC7CC(C(C(O7)C)O)OC8CC(C(C(O8)C)O)(C)O)C(=C4C(=C3C)O)O)O)O. Cell line: LOX IMVI. Synergy scores: CSS=48.0, Synergy_ZIP=3.91, Synergy_Bliss=2.83, Synergy_Loewe=-9.01, Synergy_HSA=2.76. (7) Drug 1: CN1CCC(CC1)COC2=C(C=C3C(=C2)N=CN=C3NC4=C(C=C(C=C4)Br)F)OC. Drug 2: CCCCC(=O)OCC(=O)C1(CC(C2=C(C1)C(=C3C(=C2O)C(=O)C4=C(C3=O)C=CC=C4OC)O)OC5CC(C(C(O5)C)O)NC(=O)C(F)(F)F)O. Cell line: OVCAR-8. Synergy scores: CSS=0.353, Synergy_ZIP=-1.65, Synergy_Bliss=-1.89, Synergy_Loewe=-2.66, Synergy_HSA=-2.10. (8) Synergy scores: CSS=21.4, Synergy_ZIP=-5.05, Synergy_Bliss=4.55, Synergy_Loewe=2.01, Synergy_HSA=2.87. Drug 1: C1=C(C(=O)NC(=O)N1)N(CCCl)CCCl. Cell line: NCI/ADR-RES. Drug 2: CC(C)CN1C=NC2=C1C3=CC=CC=C3N=C2N. (9) Drug 1: CNC(=O)C1=CC=CC=C1SC2=CC3=C(C=C2)C(=NN3)C=CC4=CC=CC=N4. Drug 2: C1=NC2=C(N=C(N=C2N1C3C(C(C(O3)CO)O)O)F)N. Cell line: HCC-2998. Synergy scores: CSS=11.6, Synergy_ZIP=-10.5, Synergy_Bliss=-17.4, Synergy_Loewe=-23.7, Synergy_HSA=-16.5. (10) Drug 1: CCC1=CC2CC(C3=C(CN(C2)C1)C4=CC=CC=C4N3)(C5=C(C=C6C(=C5)C78CCN9C7C(C=CC9)(C(C(C8N6C)(C(=O)OC)O)OC(=O)C)CC)OC)C(=O)OC.C(C(C(=O)O)O)(C(=O)O)O. Drug 2: CN(C)C1=NC(=NC(=N1)N(C)C)N(C)C. Cell line: CCRF-CEM. Synergy scores: CSS=38.1, Synergy_ZIP=1.29, Synergy_Bliss=0.591, Synergy_Loewe=-61.7, Synergy_HSA=-1.25.